This data is from Full USPTO retrosynthesis dataset with 1.9M reactions from patents (1976-2016). The task is: Predict the reactants needed to synthesize the given product. (1) Given the product [CH:1]1[C:6]2[CH2:7][CH2:8][CH2:9][CH2:10][CH:11]([S:12]([C:13]3[CH:14]=[C:15]([N:19]4[C:28](=[O:29])[C:27]5[C:22](=[CH:23][CH:24]=[CH:25][CH:26]=5)[NH:21][C:20]4=[O:30])[CH:16]=[CH:17][CH:18]=3)=[O:39])[C:5]=2[CH:4]=[CH:3][CH:2]=1, predict the reactants needed to synthesize it. The reactants are: [CH:1]1[C:6]2[CH2:7][CH2:8][CH2:9][CH2:10][CH:11]([S:12][C:13]3[CH:14]=[C:15]([N:19]4[C:28](=[O:29])[C:27]5[C:22](=[CH:23][CH:24]=[CH:25][CH:26]=5)[NH:21][C:20]4=[O:30])[CH:16]=[CH:17][CH:18]=3)[C:5]=2[CH:4]=[CH:3][CH:2]=1.ClC1C=CC=C(C(OO)=[O:39])C=1.S([O-])([O-])(=O)=S.[Na+].[Na+]. (2) Given the product [CH:46]([NH:49][C:21](=[O:22])[CH:20]([C:16]1[CH:17]=[CH:18][CH:19]=[C:14]([C:12]2[CH:13]=[C:4]([CH:1]([CH3:2])[CH3:3])[CH:5]=[C:6]3[C:11]=2[N:10]=[CH:9][CH:8]=[CH:7]3)[CH:15]=1)[CH2:24][C:25]1[CH:30]=[CH:29][C:28]([S:31]([CH3:34])(=[O:33])=[O:32])=[CH:27][CH:26]=1)([CH3:48])[CH3:47], predict the reactants needed to synthesize it. The reactants are: [CH:1]([C:4]1[CH:5]=[C:6]2[C:11](=[C:12]([C:14]3[CH:15]=[C:16]([CH:20]([CH2:24][C:25]4[CH:30]=[CH:29][C:28]([S:31]([CH3:34])(=[O:33])=[O:32])=[CH:27][CH:26]=4)[C:21](O)=[O:22])[CH:17]=[CH:18][CH:19]=3)[CH:13]=1)[N:10]=[CH:9][CH:8]=[CH:7]2)([CH3:3])[CH3:2].CCN=C=NCCCN(C)C.[CH:46]([NH2:49])([CH3:48])[CH3:47]. (3) Given the product [S:1]1[C:5]([NH:6][C:7]2[CH:12]=[C:11]([N:32]3[CH2:33][CH2:34][C@H:30]([F:29])[CH2:31]3)[N:10]=[C:9]([S:14][C:15]3[CH:20]=[CH:19][C:18]([NH:21][C:22](=[O:28])[CH2:23][C:24]([F:27])([F:26])[F:25])=[CH:17][CH:16]=3)[N:8]=2)=[N:4][CH:3]=[N:2]1, predict the reactants needed to synthesize it. The reactants are: [S:1]1[C:5]([NH:6][C:7]2[CH:12]=[C:11](Cl)[N:10]=[C:9]([S:14][C:15]3[CH:20]=[CH:19][C:18]([NH:21][C:22](=[O:28])[CH2:23][C:24]([F:27])([F:26])[F:25])=[CH:17][CH:16]=3)[N:8]=2)=[N:4][CH:3]=[N:2]1.[F:29][C@H:30]1[CH2:34][CH2:33][NH:32][CH2:31]1.Cl.CCN(C(C)C)C(C)C. (4) Given the product [CH2:3]([O:10][C:11]1[CH:12]=[C:13]2[C:17](=[CH:18][CH:19]=1)[N:16]([CH:21]([CH2:23][CH2:24][CH3:25])[CH3:22])[CH:15]=[CH:14]2)[C:4]1[CH:5]=[CH:6][CH:7]=[CH:8][CH:9]=1, predict the reactants needed to synthesize it. The reactants are: [H-].[Na+].[CH2:3]([O:10][C:11]1[CH:12]=[C:13]2[C:17](=[CH:18][CH:19]=1)[NH:16][CH:15]=[CH:14]2)[C:4]1[CH:9]=[CH:8][CH:7]=[CH:6][CH:5]=1.Br[CH:21]([CH2:23][CH2:24][CH3:25])[CH3:22]. (5) Given the product [C:51]([O:50][C:49]([NH:48][CH:8]([C:4]1[CH:3]=[C:2]([NH:1][CH2:57][CH2:58][CH2:59][C:60]([O:62][CH2:63][CH3:64])=[O:61])[CH:7]=[CH:6][CH:5]=1)[CH2:9][N:10]1[C:15](=[O:16])[C:14]2[C:17]3([O:33][CH2:34][C:13]=2[N:12]([CH2:35][C:36]2[C:41]([C:42]([F:45])([F:44])[F:43])=[CH:40][CH:39]=[CH:38][C:37]=2[F:46])[C:11]1=[O:47])[CH2:22][CH2:21][N:20]([CH2:23][C:24]1[O:25][C:26]([C:29]([F:30])([F:31])[F:32])=[CH:27][CH:28]=1)[CH2:19][CH2:18]3)=[O:55])([CH3:52])([CH3:54])[CH3:53], predict the reactants needed to synthesize it. The reactants are: [NH2:1][C:2]1[CH:3]=[C:4]([CH:8]([NH:48][C:49](=[O:55])[O:50][C:51]([CH3:54])([CH3:53])[CH3:52])[CH2:9][N:10]2[C:15](=[O:16])[C:14]3[C:17]4([O:33][CH2:34][C:13]=3[N:12]([CH2:35][C:36]3[C:41]([C:42]([F:45])([F:44])[F:43])=[CH:40][CH:39]=[CH:38][C:37]=3[F:46])[C:11]2=[O:47])[CH2:22][CH2:21][N:20]([CH2:23][C:24]2[O:25][C:26]([C:29]([F:32])([F:31])[F:30])=[CH:27][CH:28]=2)[CH2:19][CH2:18]4)[CH:5]=[CH:6][CH:7]=1.Br[CH2:57][CH2:58][CH2:59][C:60]([O:62][CH2:63][CH3:64])=[O:61].C(N(C(C)C)CC)(C)C.[Cl-].[NH4+]. (6) Given the product [NH2:21][C:22]1[C:27]([C:28]#[N:29])=[C:26]([NH:20][C@H:18]([C:9]2[N:8]=[C:7]3[CH:6]=[CH:5][N:4]([CH3:3])[C:12]3=[CH:11][C:10]=2[C:13]2[N:14]=[CH:15][S:16][CH:17]=2)[CH3:19])[N:25]=[C:24]([S:31][CH3:32])[N:23]=1, predict the reactants needed to synthesize it. The reactants are: Cl.Cl.[CH3:3][N:4]1[C:12]2[C:7](=[N:8][C:9]([C@@H:18]([NH2:20])[CH3:19])=[C:10]([C:13]3[N:14]=[CH:15][S:16][CH:17]=3)[CH:11]=2)[CH:6]=[CH:5]1.[NH2:21][C:22]1[C:27]([C:28]#[N:29])=[C:26](Cl)[N:25]=[C:24]([S:31][CH3:32])[N:23]=1.C(N(C(C)C)C(C)C)C.